Dataset: Full USPTO retrosynthesis dataset with 1.9M reactions from patents (1976-2016). Task: Predict the reactants needed to synthesize the given product. (1) Given the product [F:25][C:26]1[C:35]2[C:30](=[CH:31][CH:32]=[CH:33][CH:34]=2)[C:29]([S:9]([C:6]2[CH:7]=[CH:8][C:3]([O:2][CH3:1])=[C:4]([N:13]3[CH2:14][CH2:15][NH:16][CH2:17][CH2:18]3)[CH:5]=2)(=[O:10])=[O:11])=[CH:28][CH:27]=1, predict the reactants needed to synthesize it. The reactants are: [CH3:1][O:2][C:3]1[CH:8]=[CH:7][C:6]([S:9](Cl)(=[O:11])=[O:10])=[CH:5][C:4]=1[N:13]1[CH2:18][CH2:17][N:16](C(=O)C(F)(F)F)[CH2:15][CH2:14]1.[F:25][C:26]1[C:35]2[C:30](=[CH:31][CH:32]=[CH:33][CH:34]=2)[C:29]([Mg]Br)=[CH:28][CH:27]=1.[Cl-].[NH4+]. (2) Given the product [ClH:27].[CH3:26][O:25][C@H:13]1[C@@H:12]([NH:11][C:9](=[O:10])[O:8][CH2:1][C:2]2[CH:7]=[CH:6][CH:5]=[CH:4][CH:3]=2)[CH2:17][CH2:16][NH:15][CH2:14]1, predict the reactants needed to synthesize it. The reactants are: [CH2:1]([O:8][C:9]([NH:11][C@H:12]1[CH2:17][CH2:16][N:15](C(OC(C)(C)C)=O)[CH2:14][C@H:13]1[O:25][CH3:26])=[O:10])[C:2]1[CH:7]=[CH:6][CH:5]=[CH:4][CH:3]=1.[ClH:27].C(OCC)(=O)C. (3) Given the product [O:23]=[C:21]1[C:20]2([CH2:24][CH2:25][CH2:27][CH2:26]2)[CH2:19][CH:18]([CH2:17][CH2:16][N:13]2[CH2:12][CH2:11][C:10]([C:28]3[CH:33]=[CH:32][CH:31]=[CH:30][CH:29]=3)([C:2]#[N:3])[CH2:15][CH2:14]2)[O:22]1, predict the reactants needed to synthesize it. The reactants are: N1C2C=CC=CC=2[N:3]=[C:2]1[CH:10]1[CH2:15][CH2:14][N:13]([CH2:16][CH2:17][CH:18]2[O:22][C:21](=[O:23])[C:20]([CH2:26][CH3:27])([CH2:24][CH3:25])[CH2:19]2)[CH2:12][CH2:11]1.[C:28]1(C2(C#N)CCNCC2)[CH:33]=[CH:32][CH:31]=[CH:30][CH:29]=1.N1(C2C=CC=CC=2C#N)CCNCC1.CC1C=CC(S(OCCC2CC3(CCCC3)C(=O)O2)(=O)=O)=CC=1.CC1C=CC(S(OCCC2CC(CC)(CC)C(=O)O2)(=O)=O)=CC=1. (4) Given the product [Cl:1][C:2]1[C:17]([NH:18][S:19]([CH2:22][CH2:23][CH3:24])(=[O:20])=[O:21])=[CH:16][CH:15]=[C:14]([F:31])[C:3]=1[C:4]([O:6][CH2:7][C:8]1[CH:9]=[CH:10][CH:11]=[CH:12][CH:13]=1)=[O:5], predict the reactants needed to synthesize it. The reactants are: [Cl:1][C:2]1[C:17]([N:18](S(CCC)(=O)=O)[S:19]([CH2:22][CH2:23][CH3:24])(=[O:21])=[O:20])=[CH:16][CH:15]=[C:14]([F:31])[C:3]=1[C:4]([O:6][CH2:7][C:8]1[CH:13]=[CH:12][CH:11]=[CH:10][CH:9]=1)=[O:5].Cl.C(=O)(O)[O-].[Na+]. (5) The reactants are: C([O:3][C:4]([C:6]1[N:7]=[C:8]([CH:21]([CH3:23])[CH3:22])[S:9][C:10]=1[NH:11][C:12]1[CH:17]=[CH:16][CH:15]=[CH:14][C:13]=1[N+:18]([O-:20])=[O:19])=[O:5])C.C(N)=O.C[O-].[Na+].CO.C(O)(C(F)(F)F)=O.[NH4+].[Cl-]. Given the product [CH:21]([C:8]1[S:9][C:10]([NH:11][C:12]2[CH:17]=[CH:16][CH:15]=[CH:14][C:13]=2[N+:18]([O-:20])=[O:19])=[C:6]([C:4]([OH:5])=[O:3])[N:7]=1)([CH3:23])[CH3:22], predict the reactants needed to synthesize it. (6) Given the product [Br:1][CH2:37][C:36]1[N:35]([CH2:39][CH2:40][NH:41][C:42](=[O:48])[O:43][C:44]([CH3:47])([CH3:46])[CH3:45])[N:34]=[C:33]([CH2:49][CH3:50])[C:32]=1[O:31][C:30]1[CH:29]=[C:28]([Cl:27])[CH:53]=[C:52]([Cl:54])[CH:51]=1, predict the reactants needed to synthesize it. The reactants are: [Br:1]Br.C1(P(C2C=CC=CC=2)C2C=CC=CC=2)C=CC=CC=1.N1C=CN=C1.[Cl:27][C:28]1[CH:29]=[C:30]([CH:51]=[C:52]([Cl:54])[CH:53]=1)[O:31][C:32]1[C:33]([CH2:49][CH3:50])=[N:34][N:35]([CH2:39][CH2:40][NH:41][C:42](=[O:48])[O:43][C:44]([CH3:47])([CH3:46])[CH3:45])[C:36]=1[CH2:37]O. (7) Given the product [C:26]1(=[C:25]2[CH2:36][CH2:37][C:32]3([O:39][CH2:29][CH2:30][O:31]3)[CH2:33][CH2:34]2)[CH2:28][CH2:27]1, predict the reactants needed to synthesize it. The reactants are: [Br-].C1([P+](C2C=CC=CC=2)(C2C=CC=CC=2)C2C=CC=CC=2)CC1.[Li+].[CH3:25][CH2:26][CH2:27][CH2-:28].[CH2:29]1[O:39][C:32]2([CH2:37][CH2:36]C(=O)[CH2:34][CH2:33]2)[O:31][CH2:30]1. (8) Given the product [CH2:35]([O:42][C:43]1[CH:48]=[CH:47][C:46]([NH:61][CH2:60][CH2:59][O:58][Si:51]([C:54]([CH3:57])([CH3:56])[CH3:55])([CH3:53])[CH3:52])=[CH:45][C:44]=1[F:50])[C:36]1[CH:41]=[CH:40][CH:39]=[CH:38][CH:37]=1, predict the reactants needed to synthesize it. The reactants are: C1(P(C2CCCCC2)C2C=CC=CC=2C2C(C(C)C)=CC(C(C)C)=CC=2C(C)C)CCCCC1.[CH2:35]([O:42][C:43]1[CH:48]=[CH:47][C:46](Br)=[CH:45][C:44]=1[F:50])[C:36]1[CH:41]=[CH:40][CH:39]=[CH:38][CH:37]=1.[Si:51]([O:58][CH2:59][CH2:60][NH2:61])([C:54]([CH3:57])([CH3:56])[CH3:55])([CH3:53])[CH3:52].C(=O)([O-])[O-].[Cs+].[Cs+].